Dataset: Forward reaction prediction with 1.9M reactions from USPTO patents (1976-2016). Task: Predict the product of the given reaction. (1) Given the reactants [Cl:1][C:2]1[C:3]([C:9]#[N:10])=[N:4][CH:5]=[C:6](Cl)[N:7]=1.Cl.[NH2:12][C@H:13]([C:17]1[CH:22]=[CH:21][CH:20]=[CH:19][CH:18]=1)[C:14]([NH2:16])=[O:15].CCN(C(C)C)C(C)C.O, predict the reaction product. The product is: [Cl:1][C:2]1[N:7]=[C:6]([NH:12][C@H:13]([C:17]2[CH:22]=[CH:21][CH:20]=[CH:19][CH:18]=2)[C:14]([NH2:16])=[O:15])[CH:5]=[N:4][C:3]=1[C:9]#[N:10]. (2) Given the reactants Cl.[C:2]([NH:7][C:8]1[CH:9]=[C:10]([CH:14]2[CH2:19][CH2:18][N:17](C(OC(C)(C)C)=O)[CH2:16][CH2:15]2)[CH:11]=[CH:12][CH:13]=1)(=[O:6])[CH:3]([CH3:5])[CH3:4], predict the reaction product. The product is: [CH3:4][CH:3]([CH3:5])[C:2]([NH:7][C:8]1[CH:13]=[CH:12][CH:11]=[C:10]([CH:14]2[CH2:19][CH2:18][NH:17][CH2:16][CH2:15]2)[CH:9]=1)=[O:6]. (3) The product is: [CH3:48][O:47][C:43]1[CH:42]=[C:41]2[C:46]([C:37]([CH2:36][N:16]3[C:15](=[O:33])[C@@H:14]([NH:13][C:11](=[O:12])[C@@H:10]([N:2]([CH3:1])[C:3](=[O:9])[O:4][C:5]([CH3:6])([CH3:7])[CH3:8])[CH3:34])[C@H:20]([CH3:21])[N:19]([C:22](=[O:28])[CH2:23][S:24]([CH3:27])(=[O:25])=[O:26])[C:18]4[CH:29]=[CH:30][CH:31]=[CH:32][C:17]3=4)=[CH:38][C:39](=[O:49])[O:40]2)=[CH:45][CH:44]=1. Given the reactants [CH3:1][N:2]([C@@H:10]([CH3:34])[C:11]([NH:13][C@H:14]1[C@H:20]([CH3:21])[N:19]([C:22](=[O:28])[CH2:23][S:24]([CH3:27])(=[O:26])=[O:25])[C:18]2[CH:29]=[CH:30][CH:31]=[CH:32][C:17]=2[NH:16][C:15]1=[O:33])=[O:12])[C:3](=[O:9])[O:4][C:5]([CH3:8])([CH3:7])[CH3:6].Br[CH2:36][C:37]1[C:46]2[C:41](=[CH:42][C:43]([O:47][CH3:48])=[CH:44][CH:45]=2)[O:40][C:39](=[O:49])[CH:38]=1.C(=O)([O-])[O-].[Cs+].[Cs+].[I-].[Na+], predict the reaction product. (4) Given the reactants [F:1][C:2]1[CH:9]=[C:8]([C:10]([F:13])([F:12])[F:11])[CH:7]=[CH:6][C:3]=1[CH:4]=O.C(O)(=O)[CH2:15][C:16]([OH:18])=[O:17], predict the reaction product. The product is: [F:1][C:2]1[CH:9]=[C:8]([C:10]([F:13])([F:12])[F:11])[CH:7]=[CH:6][C:3]=1[CH:4]=[CH:15][C:16]([OH:18])=[O:17]. (5) Given the reactants [Cl:1][C:2]1[CH:7]=[CH:6][C:5]([CH2:8][C:9]([NH:11][C:12]2[CH:13]=[N:14][CH:15]=[C:16]([C:18]([C:20]3[C:28]4[CH:27]=[N:26][CH:25]=[N:24][C:23]=4[NH:22][CH:21]=3)=[O:19])[CH:17]=2)=[O:10])=[CH:4][CH:3]=1.Br[CH:30]([CH3:35])[C:31]([O:33][CH3:34])=[O:32].C(=O)([O-])[O-].[Cs+].[Cs+], predict the reaction product. The product is: [Cl:1][C:2]1[CH:7]=[CH:6][C:5]([CH2:8][C:9]([NH:11][C:12]2[CH:17]=[C:16]([C:18]([C:20]3[C:28]4[CH:27]=[N:26][CH:25]=[N:24][C:23]=4[N:22]([CH:30]([CH3:35])[C:31]([O:33][CH3:34])=[O:32])[CH:21]=3)=[O:19])[CH:15]=[N:14][CH:13]=2)=[O:10])=[CH:4][CH:3]=1. (6) Given the reactants [CH3:1][C:2]1[C:6]([C:7]([O:9][CH2:10][CH3:11])=[O:8])=[CH:5][NH:4][N:3]=1.Br[C:13]1[C:18]([CH2:19][O:20][CH3:21])=[CH:17][CH:16]=[CH:15][N:14]=1, predict the reaction product. The product is: [CH3:21][O:20][CH2:19][C:18]1[C:13]([N:4]2[CH:5]=[C:6]([C:7]([O:9][CH2:10][CH3:11])=[O:8])[C:2]([CH3:1])=[N:3]2)=[N:14][CH:15]=[CH:16][CH:17]=1. (7) Given the reactants [C:1]([O:5][C:6](=[O:44])[NH:7][CH2:8][CH:9]([NH:19][C:20](=[O:43])[C@@H:21]([NH:35][C:36]([O:38][C:39]([CH3:42])([CH3:41])[CH3:40])=[O:37])[CH2:22][CH2:23][NH:24]C(OCC1C=CC=CC=1)=O)[CH2:10][NH:11][C:12](=[O:18])[O:13][C:14]([CH3:17])([CH3:16])[CH3:15])([CH3:4])([CH3:3])[CH3:2], predict the reaction product. The product is: [C:1]([O:5][C:6](=[O:44])[NH:7][CH2:8][CH:9]([NH:19][C:20](=[O:43])[C@@H:21]([NH:35][C:36]([O:38][C:39]([CH3:42])([CH3:41])[CH3:40])=[O:37])[CH2:22][CH2:23][NH2:24])[CH2:10][NH:11][C:12](=[O:18])[O:13][C:14]([CH3:17])([CH3:16])[CH3:15])([CH3:2])([CH3:3])[CH3:4]. (8) Given the reactants C([O:4][CH2:5][C:6]([N:8]1[CH2:13][CH2:12][N:11]([CH2:14][C:15]2[CH:16]=[N:17][C:18]([C:21]3[S:29][C:28]4[C:23](=[N:24][CH:25]=[CH:26][C:27]=4[O:30][C:31]4[CH:36]=[CH:35][C:34]([NH:37][C:38](OC5C=CC=CC=5)=[O:39])=[CH:33][C:32]=4[F:47])[CH:22]=3)=[CH:19][CH:20]=2)[CH2:10][CH2:9]1)=[O:7])(=O)C.[O:48]1[CH2:51][CH:50]([NH2:52])[CH2:49]1.C([O-])([O-])=O.[K+].[K+], predict the reaction product. The product is: [F:47][C:32]1[CH:33]=[C:34]([NH:37][C:38]([NH:52][CH:50]2[CH2:51][O:48][CH2:49]2)=[O:39])[CH:35]=[CH:36][C:31]=1[O:30][C:27]1[CH:26]=[CH:25][N:24]=[C:23]2[CH:22]=[C:21]([C:18]3[CH:19]=[CH:20][C:15]([CH2:14][N:11]4[CH2:10][CH2:9][N:8]([C:6](=[O:7])[CH2:5][OH:4])[CH2:13][CH2:12]4)=[CH:16][N:17]=3)[S:29][C:28]=12.